From a dataset of Reaction yield outcomes from USPTO patents with 853,638 reactions. Predict the reaction yield, written as a fraction of the theoretical maximum amount of product (1.0 means a 100% yield; for example, 0.34 means a 34% yield). (1) The reactants are [NH:1]1[CH2:6][CH2:5][CH:4]([C:7]2[CH:12]=[CH:11][C:10]([NH:13][C:14]([C:16]3[N:17]=[C:18]([C:25]4[CH:30]=[CH:29][CH:28]=[CH:27][CH:26]=4)[O:19][C:20]=3[C:21]([F:24])([F:23])[F:22])=[O:15])=[CH:9][CH:8]=2)[CH2:3][CH2:2]1.[O:31]=[C:32]1[NH:36][C:35](=[O:37])[CH:34]([CH2:38][C:39](O)=[O:40])[S:33]1.C(N(CC)CC)C.F[P-](F)(F)(F)(F)F.N1(O[P+](N(C)C)(N(C)C)N(C)C)C2C=CC=CC=2N=N1. The catalyst is CN(C=O)C. The product is [O:31]=[C:32]1[NH:36][C:35](=[O:37])[CH:34]([CH2:38][C:39]([N:1]2[CH2:6][CH2:5][CH:4]([C:7]3[CH:8]=[CH:9][C:10]([NH:13][C:14]([C:16]4[N:17]=[C:18]([C:25]5[CH:30]=[CH:29][CH:28]=[CH:27][CH:26]=5)[O:19][C:20]=4[C:21]([F:22])([F:23])[F:24])=[O:15])=[CH:11][CH:12]=3)[CH2:3][CH2:2]2)=[O:40])[S:33]1. The yield is 0.900. (2) The reactants are [N+:1]([C:4]1[C:5]([C:11]2[CH:16]=[CH:15][N:14]=[CH:13][CH:12]=2)=[N:6][CH:7]=[CH:8][C:9]=1[NH2:10])([O-])=O.[NH4+].[Cl-]. The catalyst is CO.[Fe]. The product is [N:6]1[CH:7]=[CH:8][C:9]([NH2:10])=[C:4]([NH2:1])[C:5]=1[C:11]1[CH:16]=[CH:15][N:14]=[CH:13][CH:12]=1. The yield is 0.871.